From a dataset of Forward reaction prediction with 1.9M reactions from USPTO patents (1976-2016). Predict the product of the given reaction. (1) The product is: [F:25][C:20]1[CH:19]=[C:18]([C:16]2[CH:15]=[C:14]([CH3:26])[C:13]([CH3:27])=[C:12]([CH2:11][NH:10][C:3]3[C:2]([F:1])=[C:7]([OH:8])[CH:6]=[CH:5][C:4]=3[F:9])[CH:17]=2)[CH:23]=[CH:22][C:21]=1[F:24]. Given the reactants [F:1][C:2]1[C:7]([OH:8])=[CH:6][CH:5]=[C:4]([F:9])[C:3]=1[NH:10][C:11](=O)[C:12]1[CH:17]=[C:16]([C:18]2[CH:23]=[CH:22][C:21]([F:24])=[C:20]([F:25])[CH:19]=2)[CH:15]=[C:14]([CH3:26])[C:13]=1[CH3:27], predict the reaction product. (2) Given the reactants [CH3:1][O:2][C:3]1[CH:8]=[CH:7][C:6]([C:9]2[C:14]([C:15](OCC)=[O:16])=[CH:13][N:12]=[C:11]([S:20][CH3:21])[N:10]=2)=[CH:5][CH:4]=1.[H-].C([Al+]CC(C)C)C(C)C, predict the reaction product. The product is: [CH3:1][O:2][C:3]1[CH:8]=[CH:7][C:6]([C:9]2[C:14]([CH2:15][OH:16])=[CH:13][N:12]=[C:11]([S:20][CH3:21])[N:10]=2)=[CH:5][CH:4]=1. (3) Given the reactants Br[C:2]1[N:10]([CH2:11][C:12]2[CH:17]=[CH:16][C:15]([Cl:18])=[CH:14][CH:13]=2)[C:9]2[C:8](=[O:19])[NH:7][C:6](=[O:20])[N:5]([CH3:21])[C:4]=2[N:3]=1.[F:22][C:23]([F:32])([F:31])[C:24]1[CH:25]=[C:26]([OH:30])[CH:27]=[CH:28][CH:29]=1.C(=O)([O-])[O-].[K+].[K+], predict the reaction product. The product is: [Cl:18][C:15]1[CH:16]=[CH:17][C:12]([CH2:11][N:10]2[C:9]3[C:8](=[O:19])[NH:7][C:6](=[O:20])[N:5]([CH3:21])[C:4]=3[N:3]=[C:2]2[O:30][C:26]2[CH:27]=[CH:28][CH:29]=[C:24]([C:23]([F:22])([F:31])[F:32])[CH:25]=2)=[CH:13][CH:14]=1. (4) Given the reactants Cl[C:2]1[N:7]=[N:6][C:5]([C:8]([N:10]2[CH2:15][CH2:14][N:13]([C:16]3[C:21]([CH3:22])=[CH:20][C:19]([CH3:23])=[CH:18][N:17]=3)[CH2:12][CH2:11]2)=[O:9])=[CH:4][CH:3]=1.[S:24]1(=[O:30])(=[O:29])[CH2:28][CH2:27][CH2:26][NH:25]1, predict the reaction product. The product is: [CH3:22][C:21]1[C:16]([N:13]2[CH2:14][CH2:15][N:10]([C:8]([C:5]3[N:6]=[N:7][C:2]([N:25]4[CH2:26][CH2:27][CH2:28][S:24]4(=[O:30])=[O:29])=[CH:3][CH:4]=3)=[O:9])[CH2:11][CH2:12]2)=[N:17][CH:18]=[C:19]([CH3:23])[CH:20]=1.